This data is from Experimentally validated miRNA-target interactions with 360,000+ pairs, plus equal number of negative samples. The task is: Binary Classification. Given a miRNA mature sequence and a target amino acid sequence, predict their likelihood of interaction. (1) The miRNA is cel-miR-58a-3p with sequence UGAGAUCGUUCAGUACGGCAAU. The protein sequence of the target gene is MEPPDARAGLLWLTFLLSGYSGAQAELHVSVPPRVEVMRGEQVALDCTPREHPEHYVLEWFLVDGTGARHRLASVEPQGSEFLGTVHSLGRVPPYEVDSRGRLVIAKVQVGDGRDYVCVVKAGAAGTSEATSSVRVFATPEDTEVSPNKGTLSVMDQFAQEIATCSSNNGNPVPRITWYRNGQRLEVPMEVNQKGYITIRTVREASGLYSLTSTLYLRLHKDDRDANFHCAAHYDLPSGQHGRLDSHTFRLTLHYPTEHVEFWVGSPSTTEGWVREGDAVQLLCQGDGSPSPEYSFFRQQ.... Result: 0 (no interaction). (2) The miRNA is hsa-miR-4736 with sequence AGGCAGGUUAUCUGGGCUG. The protein sequence of the target gene is MHRNFRKWIFYVFLCFGVLYVKLGALSSVVALGANIICNKIPGLAPRQRAICQSRPDAIIVIGEGAQMGINECQYQFRFGRWNCSALGEKTVFGQELRVGSREAAFTYAITAAGVAHAVTAACSQGNLSNCGCDREKQGYYNQAEGWKWGGCSADVRYGIDFSRRFVDAREIKKNARRLMNLHNNEAGRKVLEDRMQLECKCHGVSGSCTTKTCWTTLPKFREVGHLLKEKYNAAVQVEVVRASRLRQPTFLRIKQLRSYQKPMETDLVYIEKSPNYCEEDAATGSVGTQGRLCNRTSPG.... Result: 1 (interaction). (3) The miRNA is hsa-let-7b-5p with sequence UGAGGUAGUAGGUUGUGUGGUU. The protein sequence of the target gene is MLWWEEVEDCYEREDVQKKTFTKWVNAQFSKFGKQHIENLFSDLQDGRRLLDLLEGLTGQKLPKEKGSTRVHALNNVNKALRVLQNNNVDLVNIGSTDIVDGNHKLTLGLIWNIILHWQVKNVMKNIMAGLQQTNSEKILLSWVRQSTRNYPQVNVINFTTSWSDGLALNALIHSHRPDLFDWNSVVCQQSATQRLEHAFNIARYQLGIEKLLDPEDVDTTYPDKKSILMYITSLFQVLPQQVSIEAIQEVEMLPRPPKVTKEEHFQLHHQMHYSQQITVSLAQGYERTSSPKPRFKSYA.... Result: 1 (interaction). (4) The miRNA is hsa-miR-379-3p with sequence UAUGUAACAUGGUCCACUAACU. The protein sequence of the target gene is MTGIAAASFFSNTCRFGGCGLHFPTLADLIEHIEDNHIDTDPRVLEKQELQQPTYVALSYINRFMTDAARREQESLKKKIQPKLSLTLSSSVSRGNVSTPPRHSSGSLTPPVTPPITPSSSFRSSTPTGSEYDEEEVDYEESDSDESWTTESAISSEAILSSMCMNGGEEKPFACPVPGCKKRYKNVNGIKYHAKNGHRTQIRVRKPFKCRCGKSYKTAQGLRHHTINFHPPVSAEIIRKMQQ. Result: 1 (interaction). (5) The miRNA is hsa-miR-4999-3p with sequence UCACUACCUGACAAUACAGU. The protein sequence of the target gene is MAAMAPGGGGSGSGVNPFLSDSDEDDDEVAATEDRRAGLRLGAGVGLDPGSAGSLSPQDPMALGSSARPGLAVEMSAAPAALGGSGETPARLSIDAIAAQLLRDQYLLTALELHTELLESGRELPRLRDYFSNPGNFERQSGTPPGMGAPGIPGASIVGGAGGREPSTTSGGGQLNRAGSISTLDSLDFARYSDDGNRETDERVAVLEFELRKAKETIQALRANLTKAAEHEVPLQERKNYKSSPEIQEPIKPLEKRALNFLVNEFLLKNNYKLTSITFSDENDDQDFELWDDVGLNIPK.... Result: 0 (no interaction). (6) The miRNA is hsa-miR-522-5p with sequence CUCUAGAGGGAAGCGCUUUCUG. The protein sequence of the target gene is MKVVPEKNAVRILWGRERGTRAMGAQRLLQELVEDKTRWMKWEGKRVELPDSPRSTFLLAFSPDRTLLASTHVNHNIYITEVKTGKCVHSLIGHRRTPWCVTFHPTISGLIASGCLDGEVRIWDLHGGSESWFTDSNNAIASLAFHPTAQLLLIATANEIHFWDWSRREPFAVVKTASEMERVRLVRFDPLGHYLLTAIVNPSNQQGDDEPEIPIDGTELSHYRQRALLQSQPVRRTPLLHNFLHMLSSRSSGIQVGEQSTVQDSATPSPPPPPPQPSTERPRTSAYIRLRQRVSYPTTV.... Result: 0 (no interaction). (7) The miRNA is dme-miR-263b-5p with sequence CUUGGCACUGGGAGAAUUCAC. The protein sequence of the target gene is MAQYLSTLLLLLATLAVALAWSPKEEDRIIPGGIYNADLNDEWVQRALHFAISEYNKATKDDYYRRPLRVLRARQQTVGGVNYFFDVEVGRTICTKSQPNLDTCAFHEQPELQKKQLCSFEIYEVPWENRRSLVKSRCQES. Result: 0 (no interaction). (8) The miRNA is hsa-miR-766-5p with sequence AGGAGGAAUUGGUGCUGGUCUU. The protein sequence of the target gene is MTIGRMENVEVFTAEGKGRGLKATKEFWAADIIFAERAYSAVVFDSLVNFVCHTCFKRQEKLHRCGQCKFAHYCDRTCQKDAWLNHKNECSAIKRYGKVPNENIRLAARIMWRVEREGTGLTEGCLVSVDDLQNHVEHFGEEEQKDLRVDVDTFLQYWPPQSQQFSMQYISHIFGVINCNGFTLSDQRGLQAVGVGIFPNLGLVNHDCWPNCTVIFNNGNHEAVKSMFHTQMRIELRALGKISEGEELTVSYIDFLNVSEERKRQLKKQYYFDCTCEHCQKKLKDDLFLGVKDNPKPSQE.... Result: 1 (interaction). (9) The miRNA is hsa-miR-8074 with sequence CUAUGGCGAGACUGGCAUGUACUC. The protein sequence of the target gene is MSHQERIASQRRTTAEVPMHRSTANQSKRSRSPFASTRRRWDDSESSGASLAVESEDYSRYPPREYRASGSRRGLAYGHIDTVVARDSEEEGAGPVDRLPVRGKAGKFKDDPEKGARSSRFTSVNHDAKEECGKVESPPAARCSARRAELSKQNGSSASQISSAEGRAAAKGNNSLERERQNLPARPSRAPVSICGGGENTPKSAEEPVVRPKVRNVATPNCMKPKVFFDTDDDDDVPHSTSRWRDAADAEEAHAEGLARRGRGEAASSSEPRYAEDQDARSEQAKADKVPRRRRTMADP.... Result: 0 (no interaction). (10) The miRNA is hsa-miR-6757-3p with sequence AACACUGGCCUUGCUAUCCCCA. The protein sequence of the target gene is MASGQGPGPPRQECGEPALPSASEEQVAQDTEEVFRSYVFYRHQQEQEAEGVAAPADPEMVTLPLQPSSTMGQVGRQLAIIGDDINRRYDSEFQTMLQHLQPTAENAYEYFTKIATSLFESGINWGRVVALLGFGYRLALHVYQHGLTGFLGQVTRFVVDFMLHHCIARWIAQRGGWVAALNLGNGPILNVLVVLGVVLLGQFVVRRFFKS. Result: 1 (interaction).